The task is: Predict the reactants needed to synthesize the given product.. This data is from Full USPTO retrosynthesis dataset with 1.9M reactions from patents (1976-2016). (1) The reactants are: [C:1]([NH:6][CH2:7][CH2:8][CH2:9][CH2:10][CH2:11][C:12]([NH:14][NH2:15])=[O:13])(=[O:5])[C:2]([CH3:4])=[CH2:3].[CH3:16][C@@H:17]1[O:22][C@@H:21]([O:23][C@@H:24]2[C:29]3=[C:30]([OH:47])[C:31]4[C:43](=[O:44])[C:42]5[C:37](=[CH:38][CH:39]=[CH:40][C:41]=5[O:45][CH3:46])[C:35](=[O:36])[C:32]=4[C:33]([OH:34])=[C:28]3[CH2:27][C@@:26]([OH:52])([C:48]([CH2:50][OH:51])=[O:49])[CH2:25]2)[CH2:20][C@H:19]([NH2:53])[C@@H:18]1[OH:54].Cl.C(O)(=O)C. Given the product [C:1]([NH:6][CH2:7][CH2:8][CH2:9][CH2:10][CH2:11][C:12]([NH:14][NH2:15])=[O:13])(=[O:5])[C:2]([CH3:4])=[CH2:3].[CH3:16][C@@H:17]1[O:22][C@@H:21]([O:23][C@@H:24]2[C:29]3=[C:30]([OH:47])[C:31]4[C:43](=[O:44])[C:42]5[C:37](=[CH:38][CH:39]=[CH:40][C:41]=5[O:45][CH3:46])[C:35](=[O:36])[C:32]=4[C:33]([OH:34])=[C:28]3[CH2:27][C@@:26]([OH:52])([C:48]([CH2:50][OH:51])=[O:49])[CH2:25]2)[CH2:20][C@H:19]([NH2:53])[C@@H:18]1[OH:54], predict the reactants needed to synthesize it. (2) Given the product [ClH:1].[Cl:1][C:2]1[CH:3]=[CH:4][C:5]([NH:8][C:9](=[O:29])[C:10]2[CH:15]=[C:14]([CH:30]=[O:31])[CH:13]=[CH:12][C:11]=2[NH:17][C:18]([CH:20]2[CH2:25][CH2:24][N:23]([CH:26]([CH3:28])[CH3:27])[CH2:22][CH2:21]2)=[O:19])=[N:6][CH:7]=1, predict the reactants needed to synthesize it. The reactants are: [Cl:1][C:2]1[CH:3]=[CH:4][C:5]([NH:8][C:9](=[O:29])[C:10]2[CH:15]=[C:14](I)[CH:13]=[CH:12][C:11]=2[NH:17][C:18]([CH:20]2[CH2:25][CH2:24][N:23]([CH:26]([CH3:28])[CH3:27])[CH2:22][CH2:21]2)=[O:19])=[N:6][CH:7]=1.[CH:30]([O-])=[O:31].[Na+].S([O-])([O-])(=O)=O.[Ca+2]. (3) Given the product [C@H:1]1([NH:10][C:11]2[O:12][CH2:13][C:14]3[C:20]([NH:21][S:25]([CH:22]4[CH2:24][CH2:23]4)(=[O:27])=[O:26])=[CH:19][CH:18]=[CH:17][C:15]=3[N:16]=2)[C:9]2[C:4](=[CH:5][CH:6]=[CH:7][CH:8]=2)[CH2:3][CH2:2]1, predict the reactants needed to synthesize it. The reactants are: [C@H:1]1([NH:10][C:11]2[O:12][CH2:13][C:14]3[C:20]([NH2:21])=[CH:19][CH:18]=[CH:17][C:15]=3[N:16]=2)[C:9]2[C:4](=[CH:5][CH:6]=[CH:7][CH:8]=2)[CH2:3][CH2:2]1.[CH:22]1([S:25](Cl)(=[O:27])=[O:26])[CH2:24][CH2:23]1. (4) Given the product [NH2:8][C:6]1[N:7]=[C:2]([C:17]2[CH:29]=[CH:28][C:20]3[N:21]=[C:22]([NH:24][C:25](=[O:27])[CH3:26])[S:23][C:19]=3[CH:18]=2)[CH:3]=[CH:4][CH:5]=1, predict the reactants needed to synthesize it. The reactants are: Br[C:2]1[N:7]=[C:6]([NH2:8])[CH:5]=[CH:4][CH:3]=1.CC1(C)C(C)(C)OC([C:17]2[CH:29]=[CH:28][C:20]3[N:21]=[C:22]([NH:24][C:25](=[O:27])[CH3:26])[S:23][C:19]=3[CH:18]=2)O1.C([O-])([O-])=O.[Na+].[Na+]. (5) The reactants are: [C:1]1([C:7]2[CH:8]=[C:9]3[NH:14][CH2:13][CH2:12][CH2:11][N:10]3[C:15](=[O:17])[CH:16]=2)[CH:6]=[CH:5][CH:4]=[CH:3][CH:2]=1.CC(C)([O-])C.[Na+].C1C=CC(P(C2C(C3C(P(C4C=CC=CC=4)C4C=CC=CC=4)=CC=C4C=3C=CC=C4)=C3C(C=CC=C3)=CC=2)C2C=CC=CC=2)=CC=1.[Cl:70][C:71]1[N:76]=[C:75](Cl)[C:74]([CH3:78])=[CH:73][N:72]=1. Given the product [Cl:70][C:71]1[N:76]=[C:75]([N:14]2[CH2:13][CH2:12][CH2:11][N:10]3[C:15](=[O:17])[CH:16]=[C:7]([C:1]4[CH:6]=[CH:5][CH:4]=[CH:3][CH:2]=4)[CH:8]=[C:9]23)[C:74]([CH3:78])=[CH:73][N:72]=1, predict the reactants needed to synthesize it.